Dataset: Full USPTO retrosynthesis dataset with 1.9M reactions from patents (1976-2016). Task: Predict the reactants needed to synthesize the given product. (1) Given the product [C:26]([OH:29])(=[O:28])[CH3:27].[CH2:3]([O:5][C:6]([O:8][CH2:9][CH2:10][CH2:11][C:12]([CH3:24])([CH3:25])[CH2:13][O:14][S:15]([CH2:18][CH2:19][CH2:20][NH2:21])(=[O:16])=[O:17])=[O:7])[CH3:4], predict the reactants needed to synthesize it. The reactants are: [H][H].[CH2:3]([O:5][C:6]([O:8][CH2:9][CH2:10][CH2:11][C:12]([CH3:25])([CH3:24])[CH2:13][O:14][S:15]([CH2:18][CH2:19][CH2:20][N:21]=[N+]=[N-])(=[O:17])=[O:16])=[O:7])[CH3:4].[C:26]([OH:29])(=[O:28])[CH3:27]. (2) The reactants are: [CH3:1][C:2]1[CH:3]=[C:4]([OH:17])[CH:5]=[CH:6][C:7]=1[CH2:8][CH2:9][CH2:10][CH2:11][N:12]1[CH:16]=[CH:15][N:14]=[N:13]1.[H-].[Na+].Cl[CH2:21][C:22]1[CH:23]=[CH:24][C:25]([C:28]2[CH:33]=[CH:32][C:31]([Cl:34])=[CH:30][CH:29]=2)=[N:26][CH:27]=1.O. Given the product [Cl:34][C:31]1[CH:30]=[CH:29][C:28]([C:25]2[CH:24]=[CH:23][C:22]([CH2:21][O:17][C:4]3[CH:5]=[CH:6][C:7]([CH2:8][CH2:9][CH2:10][CH2:11][N:12]4[CH:16]=[CH:15][N:14]=[N:13]4)=[C:2]([CH3:1])[CH:3]=3)=[CH:27][N:26]=2)=[CH:33][CH:32]=1, predict the reactants needed to synthesize it. (3) The reactants are: [CH3:1][C@:2]1([C:29]2[CH:34]=[CH:33][CH:32]=[CH:31][CH:30]=2)[CH2:6][O:5][C:4](=[O:7])[N:3]1[C:8]1[CH:13]=[CH:12][N:11]=[C:10]([NH:14][CH:15]([C:17]2[CH:22]=[CH:21][C:20]([N:23]3[CH2:28][CH2:27][CH2:26][CH2:25][CH2:24]3)=[CH:19][CH:18]=2)[CH3:16])[N:9]=1.CO. Given the product [CH3:1][C@:2]1([C:29]2[CH:34]=[CH:33][CH:32]=[CH:31][CH:30]=2)[CH2:6][O:5][C:4](=[O:7])[N:3]1[C:8]1[CH:13]=[CH:12][N:11]=[C:10]([NH:14][C@H:15]([C:17]2[CH:22]=[CH:21][C:20]([N:23]3[CH2:28][CH2:27][CH2:26][CH2:25][CH2:24]3)=[CH:19][CH:18]=2)[CH3:16])[N:9]=1.[CH3:1][C@:2]1([C:29]2[CH:34]=[CH:33][CH:32]=[CH:31][CH:30]=2)[CH2:6][O:5][C:4](=[O:7])[N:3]1[C:8]1[CH:13]=[CH:12][N:11]=[C:10]([NH:14][C@@H:15]([C:17]2[CH:22]=[CH:21][C:20]([N:23]3[CH2:28][CH2:27][CH2:26][CH2:25][CH2:24]3)=[CH:19][CH:18]=2)[CH3:16])[N:9]=1, predict the reactants needed to synthesize it. (4) Given the product [ClH:30].[S:14]1[CH:11]2[C:10]([CH2:9][NH:8][CH2:13][CH2:12]2)=[CH:16][C:15]1=[O:33], predict the reactants needed to synthesize it. The reactants are: C1(C(C2C=CC=CC=2)(C2C=CC=CC=2)[N:8]2[CH2:13][CH2:12][CH:11]3[S:14](=O)[CH2:15][CH:16]=[C:10]3[CH2:9]2)C=CC=CC=1.[ClH:30].CC(C)=[O:33]. (5) Given the product [CH3:18][C@@H:14]([C@@H:8]1[CH2:9][O:10][C:11](=[O:13])[CH2:12]1)[CH:15]([CH3:17])[CH3:16], predict the reactants needed to synthesize it. The reactants are: C([C@H:8]([C@H:14]([CH3:18])[CH:15]([CH3:17])[CH3:16])[CH2:9][O:10][C:11](=[O:13])[CH3:12])C1C=CC=CC=1.C(#N)C.C(Cl)(Cl)(Cl)Cl.I([O-])(=O)(=O)=O.[Na+]. (6) Given the product [Si:34]([O:41][C:42]1([CH3:49])[CH2:47][C:46]2[N:7]([CH2:6][O:5][CH2:4][CH2:3][Si:2]([CH3:1])([CH3:32])[CH3:33])[N:8]=[C:9]([C:29]([OH:31])=[O:30])[C:45]=2[CH2:44][CH2:43]1)([C:37]([CH3:40])([CH3:39])[CH3:38])([CH3:36])[CH3:35], predict the reactants needed to synthesize it. The reactants are: [CH3:1][Si:2]([CH3:33])([CH3:32])[CH2:3][CH2:4][O:5][CH2:6][N:7]1C2CC(C3C=NN(COCC[Si](C)(C)C)C=3)CCC=2[C:9]([C:29]([OH:31])=[O:30])=[N:8]1.[Si:34]([O:41][C:42]1([CH3:49])[CH2:47][CH2:46][C:45](=O)[CH2:44][CH2:43]1)([C:37]([CH3:40])([CH3:39])[CH3:38])([CH3:36])[CH3:35]. (7) Given the product [C:10]([CH2:32][CH2:31][N:30]([CH3:29])[C:33](=[O:55])[CH:34]=[CH:35][C:36]1[C:44]2[N:43]([C:45]3[CH:46]=[CH:47][CH:48]=[CH:49][CH:50]=3)[CH:42]=[N:41][C:40]=2[CH:39]=[C:38]([C:51]([F:54])([F:52])[F:53])[CH:37]=1)#[N:11], predict the reactants needed to synthesize it. The reactants are: COC(=O)C=CC1C2N(C3C=CC=CC=3)C=[N:11][C:10]=2C=C(C(F)(F)F)C=1.CN1[CH2:32][CH2:31][N:30]([C:33](=[O:55])[CH:34]=[CH:35][C:36]2[C:44]3[N:43]([C:45]4[CH:50]=[CH:49][CH:48]=[CH:47][CH:46]=4)[CH:42]=[N:41][C:40]=3[CH:39]=[C:38]([C:51]([F:54])([F:53])[F:52])[CH:37]=2)[CH2:29]C1. (8) Given the product [F:34][C:35]1([F:42])[CH2:38][CH:37]([C:39]([N:22]2[CH2:23][CH2:24][C:20]([CH2:19][CH2:18][N:14]3[CH2:13][CH:12]4[CH2:11][N:10]([C:8]([C:7]5[C:2]([CH3:1])=[CH:3][C:4]([C:32]#[N:33])=[N:5][C:6]=5[CH3:31])=[O:9])[CH2:17][CH:16]4[CH2:15]3)([C:25]3[CH:26]=[CH:27][CH:28]=[CH:29][CH:30]=3)[CH2:21]2)=[O:40])[CH2:36]1, predict the reactants needed to synthesize it. The reactants are: [CH3:1][C:2]1[C:7]([C:8]([N:10]2[CH2:17][CH:16]3[CH:12]([CH2:13][N:14]([CH2:18][CH2:19][C:20]4([C:25]5[CH:30]=[CH:29][CH:28]=[CH:27][CH:26]=5)[CH2:24][CH2:23][NH:22][CH2:21]4)[CH2:15]3)[CH2:11]2)=[O:9])=[C:6]([CH3:31])[N:5]=[C:4]([C:32]#[N:33])[CH:3]=1.[F:34][C:35]1([F:42])[CH2:38][CH:37]([C:39](O)=[O:40])[CH2:36]1.C1(C(Cl)=O)CCCC1.C1(CC(Cl)=O)CCCC1.C(OC(=O)C)(=O)C.C(Cl)(=O)C(C)(C)C.